Dataset: Forward reaction prediction with 1.9M reactions from USPTO patents (1976-2016). Task: Predict the product of the given reaction. (1) Given the reactants [C:1]([O:5][C:6]([N:8]1[CH2:13][CH2:12][CH:11]([C:14]2[O:23][C:17]3=[CH:18][N:19]=[C:20](Cl)[CH:21]=[C:16]3[CH:15]=2)[CH2:10][CH2:9]1)=[O:7])([CH3:4])([CH3:3])[CH3:2].[CH3:24][S:25]([CH2:28][C:29]1[CH:34]=[CH:33][C:32](B(O)O)=[CH:31][CH:30]=1)(=[O:27])=[O:26], predict the reaction product. The product is: [C:1]([O:5][C:6]([N:8]1[CH2:13][CH2:12][CH:11]([C:14]2[O:23][C:17]3=[CH:18][N:19]=[C:20]([C:32]4[CH:31]=[CH:30][C:29]([CH2:28][S:25]([CH3:24])(=[O:27])=[O:26])=[CH:34][CH:33]=4)[CH:21]=[C:16]3[CH:15]=2)[CH2:10][CH2:9]1)=[O:7])([CH3:4])([CH3:3])[CH3:2]. (2) Given the reactants Cl.[CH:2]1([N:5]([CH:19]2[CH2:24][CH2:23][NH:22][CH2:21][CH2:20]2)[C:6](=[O:18])[C:7]2[CH:12]=[CH:11][C:10]([C:13]3[O:17][CH:16]=[N:15][CH:14]=3)=[CH:9][CH:8]=2)[CH2:4][CH2:3]1.Cl[C:26]1[N:27]=[CH:28][C:29]([C:32]#[N:33])=[N:30][CH:31]=1, predict the reaction product. The product is: [C:32]([C:29]1[N:30]=[CH:31][C:26]([N:22]2[CH2:23][CH2:24][CH:19]([N:5]([CH:2]3[CH2:4][CH2:3]3)[C:6](=[O:18])[C:7]3[CH:8]=[CH:9][C:10]([C:13]4[O:17][CH:16]=[N:15][CH:14]=4)=[CH:11][CH:12]=3)[CH2:20][CH2:21]2)=[N:27][CH:28]=1)#[N:33]. (3) Given the reactants [Cl:1][C:2]1[C:3]([C:9](=[N:22][O:23][CH2:24][CH3:25])[CH2:10][N:11]2C(=O)C3=CC=CC=C3C2=O)=[N:4][CH:5]=[C:6]([Cl:8])[CH:7]=1.O.NN.O, predict the reaction product. The product is: [CH2:24]([O:23][N:22]=[C:9]([C:3]1[C:2]([Cl:1])=[CH:7][C:6]([Cl:8])=[CH:5][N:4]=1)[CH2:10][NH2:11])[CH3:25]. (4) The product is: [ClH:1].[N:14]1[CH:13]=[C:12]([C:10]2[C:9]3[CH2:8][CH2:7][CH2:6][CH2:5][C:4]=3[N:3]=[C:2]([O:27][CH2:26][C:24]3[CH:23]=[CH:22][CH:21]=[C:20]([C:19]([F:29])([F:18])[F:28])[N:25]=3)[CH:11]=2)[CH:17]=[N:16][CH:15]=1. Given the reactants [Cl:1][C:2]1[CH:11]=[C:10]([C:12]2[CH:13]=[N:14][CH:15]=[N:16][CH:17]=2)[C:9]2[CH2:8][CH2:7][CH2:6][CH2:5][C:4]=2[N:3]=1.[F:18][C:19]([F:29])([F:28])[C:20]1[N:25]=[C:24]([CH2:26][OH:27])[CH:23]=[CH:22][CH:21]=1.C(Cl)(Cl)Cl.C(=O)([O-])[O-].[Cs+].[Cs+], predict the reaction product. (5) Given the reactants [CH:1]1([N:4]2[CH:8]=[CH:7][C:6]([N+:9]([O-])=O)=[N:5]2)[CH2:3][CH2:2]1, predict the reaction product. The product is: [CH:1]1([N:4]2[CH:8]=[CH:7][C:6]([NH2:9])=[N:5]2)[CH2:3][CH2:2]1.